Dataset: Peptide-MHC class I binding affinity with 185,985 pairs from IEDB/IMGT. Task: Regression. Given a peptide amino acid sequence and an MHC pseudo amino acid sequence, predict their binding affinity value. This is MHC class I binding data. The peptide sequence is FPRYPLNVL. The MHC is HLA-C05:01 with pseudo-sequence HLA-C05:01. The binding affinity (normalized) is 0.0847.